Task: Predict the reaction yield, written as a fraction of the theoretical maximum amount of product (1.0 means a 100% yield; for example, 0.34 means a 34% yield).. Dataset: Reaction yield outcomes from USPTO patents with 853,638 reactions (1) The reactants are [OH:1][C:2]([C:36]1[S:37][CH:38]=[CH:39][CH:40]=1)([C:31]1[S:32][CH:33]=[CH:34][CH:35]=1)[C:3]([O:5][C@H:6]1[CH2:11][CH2:10][C@H:9]([N:12]([CH2:14][CH2:15][C:16]([NH:18][C:19]2[CH:24]=[C:23]([O:25][CH3:26])[C:22]([CH2:27][CH:28]=O)=[CH:21][C:20]=2[Cl:30])=[O:17])[CH3:13])[CH2:8][CH2:7]1)=[O:4].C([O-])(=O)C.[Si:45]([O:52][C@H:53]([C:56]1[CH:65]=[CH:64][C:63]([OH:66])=[C:62]2[C:57]=1[CH:58]=[CH:59][C:60](=[O:67])[NH:61]2)[CH2:54][NH3+:55])([C:48]([CH3:51])([CH3:50])[CH3:49])([CH3:47])[CH3:46].C(NCCNC(C)C)(C)C.C(O[BH-](OC(=O)C)OC(=O)C)(=O)C.[Na+].C(=O)(O)[O-]. The catalyst is CO. The product is [OH:1][C:2]([C:31]1[S:32][CH:33]=[CH:34][CH:35]=1)([C:36]1[S:37][CH:38]=[CH:39][CH:40]=1)[C:3]([O:5][C@H:6]1[CH2:7][CH2:8][C@H:9]([N:12]([CH2:14][CH2:15][C:16]([NH:18][C:19]2[CH:24]=[C:23]([O:25][CH3:26])[C:22]([CH2:27][CH2:28][NH:55][CH2:54][C@H:53]([O:52][Si:45]([C:48]([CH3:51])([CH3:50])[CH3:49])([CH3:46])[CH3:47])[C:56]3[CH:65]=[CH:64][C:63]([OH:66])=[C:62]4[C:57]=3[CH:58]=[CH:59][C:60](=[O:67])[NH:61]4)=[CH:21][C:20]=2[Cl:30])=[O:17])[CH3:13])[CH2:10][CH2:11]1)=[O:4]. The yield is 0.520. (2) The reactants are C([O:3][C:4](=O)[CH2:5][O:6][C:7]([CH3:25])([CH3:24])[CH2:8][N:9](CC1C=CC=CC=1)CC1C=CC=CC=1)C. The catalyst is CCO.[OH-].[OH-].[Pd+2]. The product is [CH3:24][C:7]1([CH3:25])[CH2:8][NH:9][C:4](=[O:3])[CH2:5][O:6]1. The yield is 0.600.